This data is from Forward reaction prediction with 1.9M reactions from USPTO patents (1976-2016). The task is: Predict the product of the given reaction. (1) Given the reactants [F:1][C:2]1[C:7]([O:8][CH3:9])=[CH:6][CH:5]=[CH:4][C:3]=1B(O)O.C(O)(=[O:15])C.OO, predict the reaction product. The product is: [F:1][C:2]1[C:7]([O:8][CH3:9])=[CH:6][CH:5]=[CH:4][C:3]=1[OH:15]. (2) Given the reactants [NH:1]1[CH2:4][CH:3]([C:5]2[O:6][C:7]([CH2:10][C:11]3[S:12][C:13]4[CH:19]=[C:18]([C:20]5[CH:25]=[CH:24][CH:23]=[CH:22][CH:21]=5)[CH:17]=[CH:16][C:14]=4[N:15]=3)=[N:8][N:9]=2)[CH2:2]1.[CH:26](=O)[C:27]([CH3:30])([CH3:29])[CH3:28].C(O[BH-](OC(=O)C)OC(=O)C)(=O)C.[Na+].O, predict the reaction product. The product is: [CH2:26]([N:1]1[CH2:4][CH:3]([C:5]2[O:6][C:7]([CH2:10][C:11]3[S:12][C:13]4[CH:19]=[C:18]([C:20]5[CH:25]=[CH:24][CH:23]=[CH:22][CH:21]=5)[CH:17]=[CH:16][C:14]=4[N:15]=3)=[N:8][N:9]=2)[CH2:2]1)[C:27]([CH3:30])([CH3:29])[CH3:28]. (3) Given the reactants [CH2:1]([N:5]1[C:13]2[C:8](=[N:9][C:10]([Cl:15])=[N:11][C:12]=2[Cl:14])[N:7]=[C:6]1Cl)[C:2]#[C:3][CH3:4].C([O-])(=[O:19])C.[Na+].C(=O)(O)[O-].[Na+].Cl, predict the reaction product. The product is: [CH2:1]([N:5]1[C:13]2[C:8](=[N:9][C:10]([Cl:15])=[N:11][C:12]=2[Cl:14])[NH:7][C:6]1=[O:19])[C:2]#[C:3][CH3:4]. (4) Given the reactants [NH2:1][C:2]1[CH:3]=[N:4][N:5]([CH2:8][C:9]([CH3:12])([OH:11])[CH3:10])[C:6]=1[Cl:7].Cl[C:14]1[N:15]=[C:16]([O:41][CH:42]2[CH2:46][CH2:45][CH2:44][CH2:43]2)[C:17]2[C:22]([C:23]3[CH:32]=[CH:31][C:26]4[N:27]=[C:28]([CH3:30])[O:29][C:25]=4[CH:24]=3)=[CH:21][N:20]([CH2:33][O:34][CH2:35][CH2:36][Si:37]([CH3:40])([CH3:39])[CH3:38])[C:18]=2[N:19]=1.C1(P(C2C=CC=CC=2)C2C=CC3C(=CC=CC=3)C=2C2C3C(=CC=CC=3)C=CC=2P(C2C=CC=CC=2)C2C=CC=CC=2)C=CC=CC=1.C(=O)([O-])[O-].[Cs+].[Cs+], predict the reaction product. The product is: [Cl:7][C:6]1[N:5]([CH2:8][C:9]([CH3:12])([OH:11])[CH3:10])[N:4]=[CH:3][C:2]=1[NH:1][C:14]1[N:15]=[C:16]([O:41][CH:42]2[CH2:43][CH2:44][CH2:45][CH2:46]2)[C:17]2[C:22]([C:23]3[CH:32]=[CH:31][C:26]4[N:27]=[C:28]([CH3:30])[O:29][C:25]=4[CH:24]=3)=[CH:21][N:20]([CH2:33][O:34][CH2:35][CH2:36][Si:37]([CH3:40])([CH3:39])[CH3:38])[C:18]=2[N:19]=1. (5) Given the reactants C(O[C:5](=[O:7])[CH3:6])(=O)C.[CH3:8][C:9]1([CH3:19])[C:18]2[C:13](=[CH:14][CH:15]=[CH:16][CH:17]=2)[CH2:12][NH:11][CH2:10]1, predict the reaction product. The product is: [CH3:8][C:9]1([CH3:19])[C:18]2[C:13](=[CH:14][CH:15]=[CH:16][CH:17]=2)[CH2:12][N:11]([C:5](=[O:7])[CH3:6])[CH2:10]1.